From a dataset of Forward reaction prediction with 1.9M reactions from USPTO patents (1976-2016). Predict the product of the given reaction. (1) Given the reactants [C:1]([C:5]1[CH:17]=[CH:16][C:8]([CH2:9][NH:10][C:11](=[O:15])[N:12]([CH3:14])[CH3:13])=[CH:7][CH:6]=1)([CH3:4])([CH3:3])[CH3:2].C([Li])(C)(C)C.[C:23](=[O:25])=[O:24], predict the reaction product. The product is: [C:1]([C:5]1[CH:6]=[CH:7][C:8]([CH2:9][NH:10][C:11]([N:12]([CH3:13])[CH3:14])=[O:15])=[C:16]([CH:17]=1)[C:23]([OH:25])=[O:24])([CH3:4])([CH3:2])[CH3:3]. (2) Given the reactants [F:1][C:2]1[CH:3]=[C:4]2[C:9](=[CH:10][CH:11]=1)[N:8]=[CH:7][C:6]([CH3:12])=[CH:5]2.OO.[O-:15]S([O-])=O.[Na+].[Na+].[I-].[Na+], predict the reaction product. The product is: [F:1][C:2]1[CH:3]=[C:4]2[C:9](=[CH:10][CH:11]=1)[N+:8]([O-:15])=[CH:7][C:6]([CH3:12])=[CH:5]2. (3) Given the reactants C[O:2][C:3](=[O:13])[C:4]1[CH:9]=[CH:8][C:7]([OH:10])=[C:6]([CH:11]=O)[CH:5]=1.[Cl:14][C:15]1[CH:16]=[C:17]([CH:20]=[CH:21][C:22]=1[Cl:23])[CH2:18]Br.C(=O)([O-])[O-].[K+].[K+], predict the reaction product. The product is: [Cl:14][C:15]1[CH:16]=[C:17]([C:18]2[O:10][C:7]3[CH:8]=[CH:9][C:4]([C:3]([OH:2])=[O:13])=[CH:5][C:6]=3[CH:11]=2)[CH:20]=[CH:21][C:22]=1[Cl:23].